Task: Binary Classification. Given a T-cell receptor sequence (or CDR3 region) and an epitope sequence, predict whether binding occurs between them.. Dataset: TCR-epitope binding with 47,182 pairs between 192 epitopes and 23,139 TCRs (1) The epitope is RAKFKQLL. The TCR CDR3 sequence is CSAGLAGGHEQYF. Result: 0 (the TCR does not bind to the epitope). (2) The epitope is WICLLQFAY. The TCR CDR3 sequence is CASSLAGPYEQYF. Result: 0 (the TCR does not bind to the epitope). (3) The epitope is AVFDRKSDAK. The TCR CDR3 sequence is CASSFSGANVLTF. Result: 1 (the TCR binds to the epitope). (4) The epitope is LLFGYPVYV. The TCR CDR3 sequence is CASSFGGYTEAFF. Result: 0 (the TCR does not bind to the epitope). (5) The epitope is KLSYGIATV. The TCR CDR3 sequence is CSVEDGSSGGTLETQYF. Result: 1 (the TCR binds to the epitope). (6) The epitope is FRYMNSQGL. The TCR CDR3 sequence is CAIRGQGEVSPLHF. Result: 0 (the TCR does not bind to the epitope). (7) The epitope is IYSKHTPINL. The TCR CDR3 sequence is CASSLTGEDQPQHF. Result: 0 (the TCR does not bind to the epitope).